This data is from NCI-60 drug combinations with 297,098 pairs across 59 cell lines. The task is: Regression. Given two drug SMILES strings and cell line genomic features, predict the synergy score measuring deviation from expected non-interaction effect. Drug 1: CC12CCC3C(C1CCC2O)C(CC4=C3C=CC(=C4)O)CCCCCCCCCS(=O)CCCC(C(F)(F)F)(F)F. Drug 2: C1=NC(=NC(=O)N1C2C(C(C(O2)CO)O)O)N. Cell line: SF-295. Synergy scores: CSS=4.59, Synergy_ZIP=-1.29, Synergy_Bliss=-0.596, Synergy_Loewe=-15.8, Synergy_HSA=-8.35.